Predict the reactants needed to synthesize the given product. From a dataset of Full USPTO retrosynthesis dataset with 1.9M reactions from patents (1976-2016). Given the product [CH3:15][C:13]1[CH:14]=[C:6]2[N:5]=[CH:4][C:3]3[C:8](=[N:9][CH:10]=[N:11][C:2]=3[NH:16][C:17]3[CH:22]=[C:21]([O:23][CH2:24][C:25]4[CH:30]=[CH:29][CH:28]=[C:27]([C:31]([F:32])([F:33])[F:34])[CH:26]=4)[CH:20]=[CH:19][C:18]=3[S:35][C:36]3[CH:41]=[CH:40][C:39]([OH:42])=[CH:38][CH:37]=3)[N:7]2[N:12]=1, predict the reactants needed to synthesize it. The reactants are: Cl[C:2]1[N:11]=[CH:10][N:9]=[C:8]2[C:3]=1[CH:4]=[N:5][C:6]1[N:7]2[N:12]=[C:13]([CH3:15])[CH:14]=1.[NH2:16][C:17]1[CH:22]=[C:21]([O:23][CH2:24][C:25]2[CH:30]=[CH:29][CH:28]=[C:27]([C:31]([F:34])([F:33])[F:32])[CH:26]=2)[CH:20]=[CH:19][C:18]=1[S:35][C:36]1[CH:41]=[CH:40][C:39]([OH:42])=[CH:38][CH:37]=1.